Dataset: Full USPTO retrosynthesis dataset with 1.9M reactions from patents (1976-2016). Task: Predict the reactants needed to synthesize the given product. (1) Given the product [F:10][C:4]1[CH:3]=[C:2]([B:16]([OH:21])[OH:17])[CH:7]=[CH:6][C:5]=1[O:8][CH3:9], predict the reactants needed to synthesize it. The reactants are: Br[C:2]1[CH:7]=[CH:6][C:5]([O:8][CH3:9])=[C:4]([F:10])[CH:3]=1.C([Li])CCC.[B:16](OC(C)C)([O:21]C(C)C)[O:17]C(C)C. (2) Given the product [CH2:1]([N:8]1[CH2:17][CH2:16][C:15]2[N:14]=[C:13]([N:21]([CH3:22])[CH3:20])[CH:12]=[CH:11][C:10]=2[CH2:9]1)[C:2]1[CH:7]=[CH:6][CH:5]=[CH:4][CH:3]=1, predict the reactants needed to synthesize it. The reactants are: [CH2:1]([N:8]1[CH2:17][CH2:16][C:15]2[N:14]=[C:13](Cl)[CH:12]=[CH:11][C:10]=2[CH2:9]1)[C:2]1[CH:7]=[CH:6][CH:5]=[CH:4][CH:3]=1.Cl.[CH3:20][NH:21][CH3:22].CC(C1C=C(C(C)C)C(C2C=CC=CC=2P(C2CCCCC2)C2CCCCC2)=C(C(C)C)C=1)C.CC(C)([O-])C.[Na+]. (3) Given the product [CH2:27]([NH:26][S:25]([C:22]1[CH:21]=[CH:20][C:19]([C:16]2[C:15]3[C:10](=[CH:11][CH:12]=[C:13]([Cl:36])[CH:14]=3)[CH:9]=[C:8]([CH2:7][C:6]([OH:37])=[O:5])[C:17]=2[CH3:18])=[CH:24][CH:23]=1)(=[O:35])=[O:34])[C:28]1[CH:33]=[CH:32][CH:31]=[CH:30][CH:29]=1, predict the reactants needed to synthesize it. The reactants are: O.[OH-].[Li+].C[O:5][C:6](=[O:37])[CH2:7][C:8]1[C:17]([CH3:18])=[C:16]([C:19]2[CH:24]=[CH:23][C:22]([S:25](=[O:35])(=[O:34])[NH:26][CH2:27][C:28]3[CH:33]=[CH:32][CH:31]=[CH:30][CH:29]=3)=[CH:21][CH:20]=2)[C:15]2[C:10](=[CH:11][CH:12]=[C:13]([Cl:36])[CH:14]=2)[CH:9]=1.C1COCC1.O. (4) Given the product [CH2:1]([O:8][C@H:9]1[C:19]2([CH2:21][CH2:20]2)[C@H:18]2[C@@H:11]([O:12][Si:13]([CH:31]([CH3:33])[CH3:32])([CH:28]([CH3:30])[CH3:29])[O:14][Si:15]([CH:25]([CH3:27])[CH3:26])([CH:22]([CH3:24])[CH3:23])[O:16][CH2:17]2)[C@@H:10]1[F:41])[C:2]1[CH:7]=[CH:6][CH:5]=[CH:4][CH:3]=1, predict the reactants needed to synthesize it. The reactants are: [CH2:1]([O:8][C@H:9]1[C:19]2([CH2:21][CH2:20]2)[C@H:18]2[C@@H:11]([O:12][Si:13]([CH:31]([CH3:33])[CH3:32])([CH:28]([CH3:30])[CH3:29])[O:14][Si:15]([CH:25]([CH3:27])[CH3:26])([CH:22]([CH3:24])[CH3:23])[O:16][CH2:17]2)[C@H:10]1O)[C:2]1[CH:7]=[CH:6][CH:5]=[CH:4][CH:3]=1.C(N(S(F)(F)[F:41])CC)C. (5) The reactants are: CC(C)([O-])C.[K+].[CH2:7]([O:14][N:15]([C:33](=[O:40])[CH2:34][C:35]([O:37][CH2:38][CH3:39])=[O:36])[C:16]1[N:25]=[CH:24][CH:23]=[C:22]([C:26]2[CH:31]=[CH:30][CH:29]=[C:28]([Br:32])[CH:27]=2)[C:17]=1[C:18]([O:20]C)=O)[C:8]1[CH:13]=[CH:12][CH:11]=[CH:10][CH:9]=1. Given the product [CH2:7]([O:14][N:15]1[C:16]2[C:17](=[C:22]([C:26]3[CH:31]=[CH:30][CH:29]=[C:28]([Br:32])[CH:27]=3)[CH:23]=[CH:24][N:25]=2)[C:18]([OH:20])=[C:34]([C:35]([O:37][CH2:38][CH3:39])=[O:36])[C:33]1=[O:40])[C:8]1[CH:9]=[CH:10][CH:11]=[CH:12][CH:13]=1, predict the reactants needed to synthesize it. (6) Given the product [CH2:1]([O:8][CH2:9][CH2:10][S:11]([Cl:17])(=[O:14])=[O:12])[C:2]1[CH:7]=[CH:6][CH:5]=[CH:4][CH:3]=1, predict the reactants needed to synthesize it. The reactants are: [CH2:1]([O:8][CH2:9][CH2:10][S:11]([OH:14])(=O)=[O:12])[C:2]1[CH:7]=[CH:6][CH:5]=[CH:4][CH:3]=1.S(Cl)([Cl:17])=O.